Dataset: Catalyst prediction with 721,799 reactions and 888 catalyst types from USPTO. Task: Predict which catalyst facilitates the given reaction. (1) Reactant: [I:1][C:2]1[CH:3]=[C:4]([CH2:8][C:9]([OH:11])=[O:10])[CH:5]=[CH:6][CH:7]=1.[C:12](Cl)(=O)[C:13](Cl)=O.CN(C=O)C. Product: [I:1][C:2]1[CH:3]=[C:4]([CH2:8][C:9]([O:11][CH2:12][CH3:13])=[O:10])[CH:5]=[CH:6][CH:7]=1. The catalyst class is: 2. (2) Reactant: [Cl:1][C:2]1[CH:7]=[CH:6][CH:5]=[C:4]([NH:8][CH:9]([CH3:11])[CH3:10])[C:3]=1[CH2:12][OH:13]. Product: [NH2:8][C:4]1[CH:5]=[CH:6][CH:7]=[C:2]([Cl:1])[C:3]=1[CH2:12][OH:13].[Cl:1][C:2]1[CH:7]=[CH:6][CH:5]=[C:4]([NH:8][CH:9]([CH3:11])[CH3:10])[C:3]=1[CH:12]=[O:13]. The catalyst class is: 661.